From a dataset of Full USPTO retrosynthesis dataset with 1.9M reactions from patents (1976-2016). Predict the reactants needed to synthesize the given product. (1) Given the product [Cl:1][C:2]1[CH:7]=[CH:6][CH:5]=[C:4]([Cl:8])[C:3]=1[C:9]1[C:10]([OH:15])=[CH:11][CH:12]=[CH:13][CH:14]=1, predict the reactants needed to synthesize it. The reactants are: [Cl:1][C:2]1[CH:7]=[CH:6][CH:5]=[C:4]([Cl:8])[C:3]=1[C:9]1[CH:14]=[CH:13][CH:12]=[CH:11][C:10]=1[O:15]C.B(Br)(Br)Br. (2) Given the product [NH:1]1[N:3]2[CH2:11][CH2:10][CH2:9][CH2:8][CH:4]2[C:5](=[O:7])[O:6]1, predict the reactants needed to synthesize it. The reactants are: [N:1]([N:3]1[CH2:11][CH2:10][CH2:9][CH2:8][CH:4]1[C:5]([OH:7])=[O:6])=O.FC(F)(F)C(O)=O. (3) Given the product [CH2:19]([O:18][C:12]1[CH:13]=[CH:14][CH:15]=[C:16]([O:29][CH3:27])[C:11]=1[CH2:10][OH:26])[C:20]1[CH:21]=[CH:22][CH:23]=[CH:24][CH:25]=1, predict the reactants needed to synthesize it. The reactants are: [H-].[Al+3].[Li+].[H-].[H-].[H-].C(O[C:10](=[O:26])[C:11]1[C:16](C)=[CH:15][CH:14]=[CH:13][C:12]=1[O:18][CH2:19][C:20]1[CH:25]=[CH:24][CH:23]=[CH:22][CH:21]=1)C.[C:27](OCC)(=[O:29])C.[C@H](O)(C([O-])=O)[C@@H](O)C([O-])=O.[Na+].[K+]. (4) Given the product [Br:1][C:2]1[CH:7]=[CH:6][CH:5]=[CH:4][C:3]=1[O:8][CH2:9][C:10]1[CH:15]=[CH:14][CH:13]=[CH:12][CH:11]=1, predict the reactants needed to synthesize it. The reactants are: [Br:1][C:2]1[CH:7]=[CH:6][CH:5]=[CH:4][C:3]=1[OH:8].[CH2:9](Cl)[C:10]1[CH:15]=[CH:14][CH:13]=[CH:12][CH:11]=1.C([O-])([O-])=O.[K+].[K+]. (5) Given the product [CH3:1][C@H:2]1[C@:19]([OH:24])([C:20]([CH2:22][Cl:23])=[O:21])[C@:18]2([CH3:32])[C@H:4]([C@H:5]3[C@:15]([Cl:34])([C@@H:16]([OH:33])[CH2:17]2)[C@:14]2([CH3:35])[C:8](=[CH:9][C:10]([CH:12]=[CH:13]2)=[O:11])[CH2:7][CH2:6]3)[CH2:3]1, predict the reactants needed to synthesize it. The reactants are: [CH3:1][C@H:2]1[C@:19]([O:24]C(C2OC=CC=2)=O)([C:20]([CH2:22][Cl:23])=[O:21])[C@:18]2([CH3:32])[C@H:4]([C@H:5]3[C@:15]([Cl:34])([C@@H:16]([OH:33])[CH2:17]2)[C@:14]2([CH3:35])[C:8](=[CH:9][C:10]([CH:12]=[CH:13]2)=[O:11])[CH2:7][CH2:6]3)[CH2:3]1.[Na+].[Cl-]. (6) Given the product [NH2:21][C:18]1[S:19][CH:20]=[C:16](/[C:15](=[N:22]/[O:23][C:24]([CH3:29])([CH3:28])[C:25]([OH:27])=[O:26])/[C:14]([NH:13][C@@H:12]2[C:11](=[O:31])[N:10]([S:32]([OH:35])(=[O:34])=[O:33])[C@@H:9]2[CH2:8][N:5]2[N:4]=[C:3]([CH2:2][NH:1][C:42]([NH2:44])=[NH:37])[CH:7]=[N:6]2)=[O:30])[N:17]=1, predict the reactants needed to synthesize it. The reactants are: [NH2:1][CH2:2][C:3]1[CH:7]=[N:6][N:5]([CH2:8][C@@H:9]2[C@H:12]([NH:13][C:14](=[O:30])/[C:15](=[N:22]\[O:23][C:24]([CH3:29])([CH3:28])[C:25]([OH:27])=[O:26])/[C:16]3[N:17]=[C:18]([NH2:21])[S:19][CH:20]=3)[C:11](=[O:31])[N:10]2[S:32]([OH:35])(=[O:34])=[O:33])[N:4]=1.Cl.[N:37]1([C:42]([NH2:44])=O)C=CC=N1.CCN(C(C)C)C(C)C. (7) Given the product [Br:1][C:2]1[C:10]2[C:9]([Cl:11])=[N:8][CH:7]=[N:6][C:5]=2[N:4]([S:18]([C:15]2[CH:16]=[CH:17][C:12]([CH3:22])=[CH:13][CH:14]=2)(=[O:20])=[O:19])[CH:3]=1, predict the reactants needed to synthesize it. The reactants are: [Br:1][C:2]1[C:10]2[C:9]([Cl:11])=[N:8][CH:7]=[N:6][C:5]=2[NH:4][CH:3]=1.[C:12]1([CH3:22])[CH:17]=[CH:16][C:15]([S:18](Cl)(=[O:20])=[O:19])=[CH:14][CH:13]=1.[OH-].[Na+]. (8) Given the product [C:13]([O:17][C:18]([N:20]1[CH2:25][CH2:24][N:23]([C:2]2[CH:3]=[C:4]3[C:9](=[CH:10][CH:11]=2)[C:8](=[O:12])[NH:7][CH2:6][CH2:5]3)[CH2:22][CH2:21]1)=[O:19])([CH3:16])([CH3:14])[CH3:15], predict the reactants needed to synthesize it. The reactants are: F[C:2]1[CH:3]=[C:4]2[C:9](=[CH:10][CH:11]=1)[C:8](=[O:12])[NH:7][CH2:6][CH2:5]2.[C:13]([O:17][C:18]([N:20]1[CH2:25][CH2:24][NH:23][CH2:22][CH2:21]1)=[O:19])([CH3:16])([CH3:15])[CH3:14].O. (9) Given the product [CH3:1][O:2][C:3](=[O:55])[C@@H:4]([NH:20][C:21]([C@@H:23]1[CH2:36][C:35]2[CH:34]=[C:33]3[C:28]([O:29][C@@H:30]([C:39]4[CH:40]=[CH:41][C:42]([O:45][CH2:60][C:59]5[CH:62]=[CH:63][C:64]([Cl:65])=[C:57]([Cl:56])[CH:58]=5)=[CH:43][CH:44]=4)[C:31](=[O:38])[N:32]3[CH3:37])=[CH:27][C:26]=2[CH2:25][N:24]1[C@H:46]([C:49]1[CH:50]=[CH:51][CH:52]=[CH:53][CH:54]=1)[CH2:47][CH3:48])=[O:22])[CH2:5][C:6]1[CH:11]=[CH:10][C:9]([C:12]2[CH:13]=[CH:14][C:15]([C:18]#[N:19])=[CH:16][CH:17]=2)=[CH:8][CH:7]=1, predict the reactants needed to synthesize it. The reactants are: [CH3:1][O:2][C:3](=[O:55])[C@@H:4]([NH:20][C:21]([C@@H:23]1[CH2:36][C:35]2[CH:34]=[C:33]3[C:28]([O:29][C@@H:30]([C:39]4[CH:44]=[CH:43][C:42]([OH:45])=[CH:41][CH:40]=4)[C:31](=[O:38])[N:32]3[CH3:37])=[CH:27][C:26]=2[CH2:25][N:24]1[C@H:46]([C:49]1[CH:54]=[CH:53][CH:52]=[CH:51][CH:50]=1)[CH2:47][CH3:48])=[O:22])[CH2:5][C:6]1[CH:11]=[CH:10][C:9]([C:12]2[CH:17]=[CH:16][C:15]([C:18]#[N:19])=[CH:14][CH:13]=2)=[CH:8][CH:7]=1.[Cl:56][C:57]1[CH:58]=[C:59]([CH:62]=[CH:63][C:64]=1[Cl:65])[CH2:60]Br.C(=O)([O-])[O-].[K+].[K+].C(=O)(O)[O-].[Na+]. (10) Given the product [Br:10][C:11]1[CH:18]=[C:17]([F:19])[CH:16]=[CH:15][C:12]=1[CH:13]1[C:22]([C:23]([O:25][CH2:26][CH3:27])=[O:24])=[C:21]([CH3:28])[NH:8][C:7]([C:3]2[S:2][CH:6]=[N:5][N:4]=2)=[N:9]1, predict the reactants needed to synthesize it. The reactants are: Cl.[S:2]1[CH:6]=[N:5][N:4]=[C:3]1[C:7](=[NH:9])[NH2:8].[Br:10][C:11]1[CH:18]=[C:17]([F:19])[CH:16]=[CH:15][C:12]=1[CH:13]=O.O=[C:21]([CH3:28])[CH2:22][C:23]([O:25][CH2:26][CH3:27])=[O:24].